From a dataset of Forward reaction prediction with 1.9M reactions from USPTO patents (1976-2016). Predict the product of the given reaction. (1) Given the reactants [C:1]([C@@H:3]1[CH2:7][CH2:6][CH2:5][N:4]1[C:8]([C@@H:10]1[C@H:15]2[CH2:16][C@H:12]([C@H:13]([O:17][CH2:18][CH:19]=[O:20])[CH2:14]2)[N:11]1[C:21]([O:23][C:24]([CH3:27])([CH3:26])[CH3:25])=[O:22])=[O:9])#[N:2].[BH4-].[Na+].C(O)(=O)CC(CC(O)=O)(C(O)=O)O, predict the reaction product. The product is: [C:1]([C@@H:3]1[CH2:7][CH2:6][CH2:5][N:4]1[C:8]([C@@H:10]1[C@H:15]2[CH2:16][C@H:12]([C@H:13]([O:17][CH2:18][CH2:19][OH:20])[CH2:14]2)[N:11]1[C:21]([O:23][C:24]([CH3:27])([CH3:26])[CH3:25])=[O:22])=[O:9])#[N:2]. (2) Given the reactants [OH:1][C:2]1[CH:9]=[CH:8][C:5]([C:6]#[N:7])=[CH:4][C:3]=1[N+:10]([O-])=O.[NH4+].[Cl-].O, predict the reaction product. The product is: [NH2:10][C:3]1[CH:4]=[C:5]([CH:8]=[CH:9][C:2]=1[OH:1])[C:6]#[N:7]. (3) Given the reactants C([N:4]1[C:9](=[O:10])[NH:8][C:7](=[O:11])[CH:6]=[N:5]1)(=O)C.N1C=CC=CC=1.[C:18](Cl)(=[O:25])[C:19]1[CH:24]=[CH:23][CH:22]=[CH:21][CH:20]=1.Cl, predict the reaction product. The product is: [C:19]1([C:18]([N:8]2[C:7](=[O:11])[CH:6]=[N:5][NH:4][C:9]2=[O:10])=[O:25])[CH:24]=[CH:23][CH:22]=[CH:21][CH:20]=1. (4) The product is: [CH3:31][O:30][C:26]1[CH:25]=[C:24]([CH:29]=[CH:28][CH:27]=1)[O:23][C:19]1[CH:18]=[C:17]([C:15]2[S:12][C:11]([NH:10][C:6]3[CH:5]=[C:4]([C:1](=[O:3])[CH3:2])[CH:9]=[CH:8][CH:7]=3)=[N:13][N:14]=2)[CH:22]=[CH:21][CH:20]=1. Given the reactants [C:1]([C:4]1[CH:5]=[C:6]([NH:10][C:11]([NH:13][NH:14][C:15]([C:17]2[CH:22]=[CH:21][CH:20]=[C:19]([O:23][C:24]3[CH:29]=[CH:28][CH:27]=[C:26]([O:30][CH3:31])[CH:25]=3)[CH:18]=2)=O)=[S:12])[CH:7]=[CH:8][CH:9]=1)(=[O:3])[CH3:2].O.C1(C)C=CC(S(O)(=O)=O)=CC=1.OS(O)(=O)=O, predict the reaction product. (5) Given the reactants [CH3:1][N:2]1[C:6]([C:7]2[C:16]3[C:11](=[CH:12][CH:13]=[CH:14][CH:15]=3)[CH:10]=[CH:9][CH:8]=2)=[CH:5][N:4]=[CH:3]1.C1C(=O)N([Br:24])C(=O)C1, predict the reaction product. The product is: [Br:24][C:5]1[N:4]=[CH:3][N:2]([CH3:1])[C:6]=1[C:7]1[C:16]2[C:11](=[CH:12][CH:13]=[CH:14][CH:15]=2)[CH:10]=[CH:9][CH:8]=1. (6) Given the reactants [N+]([O-])([O-])=O.[Na+].N[C:7]1[CH:16]=[CH:15][C:10]([C:11]([O:13][CH3:14])=[O:12])=[C:9]([Cl:17])[CH:8]=1.C(O)(=O)C.[S:22](=[O:24])=[O:23].[ClH:25], predict the reaction product. The product is: [Cl:17][C:9]1[CH:8]=[C:7]([S:22]([Cl:25])(=[O:24])=[O:23])[CH:16]=[CH:15][C:10]=1[C:11]([O:13][CH3:14])=[O:12]. (7) Given the reactants [C:1]([O:5][C:6]([N:8]1[CH2:13][CH2:12][N:11]([C:14]2[CH:19]=[CH:18][C:17](Cl)=[CH:16][C:15]=2Cl)[CH2:10][CH2:9]1)=[O:7])([CH3:4])([CH3:3])[CH3:2].C1(P(C2CCCCC2)C2C=CC=C[C:30]=2[C:35]2[C:40](OC)=CC=CC=2OC)CCCCC1.P([O-])([O-])([O-])=O.[K+].[K+].[K+].[CH:59]1(B(O)O)[CH2:61][CH2:60]1, predict the reaction product. The product is: [C:1]([O:5][C:6]([N:8]1[CH2:13][CH2:12][N:11]([C:14]2[CH:19]=[CH:18][C:17]([CH:59]3[CH2:61][CH2:60]3)=[CH:16][C:15]=2[CH:40]2[CH2:30][CH2:35]2)[CH2:10][CH2:9]1)=[O:7])([CH3:4])([CH3:3])[CH3:2]. (8) Given the reactants CB(O)O.[F-].[Cs+].[C:7]1(P(C2C=CC=CC=2)CCCCP(C2C=CC=CC=2)C2C=CC=CC=2)C=CC=CC=1.[NH2:37][C:38]1[C:43]([F:44])=[C:42](Cl)[N:41]=[C:40]([C:46]([O:48][CH3:49])=[O:47])[C:39]=1[Cl:50], predict the reaction product. The product is: [NH2:37][C:38]1[C:43]([F:44])=[C:42]([CH3:7])[N:41]=[C:40]([C:46]([O:48][CH3:49])=[O:47])[C:39]=1[Cl:50]. (9) Given the reactants CN([CH2:4][N:5]([CH3:7])[CH3:6])C.[N+:8]([C:11]1[CH:19]=[CH:18][CH:17]=[C:16]2[C:12]=1[CH:13]=[CH:14][NH:15]2)([O-:10])=[O:9].[OH-].[Na+], predict the reaction product. The product is: [CH3:7][N:5]([CH3:6])[CH2:4][C:13]1[C:12]2[C:16](=[CH:17][CH:18]=[CH:19][C:11]=2[N+:8]([O-:10])=[O:9])[NH:15][CH:14]=1. (10) Given the reactants [C:9](O[C:9]([O:11][C:12]([CH3:15])([CH3:14])[CH3:13])=[O:10])([O:11][C:12]([CH3:15])([CH3:14])[CH3:13])=[O:10].[CH2:16]([NH2:19])[CH2:17][NH2:18], predict the reaction product. The product is: [NH2:18][CH2:17][CH2:16][NH:19][C:9](=[O:10])[O:11][C:12]([CH3:13])([CH3:14])[CH3:15].